This data is from Peptide-MHC class I binding affinity with 185,985 pairs from IEDB/IMGT. The task is: Regression. Given a peptide amino acid sequence and an MHC pseudo amino acid sequence, predict their binding affinity value. This is MHC class I binding data. (1) The peptide sequence is YQSGLSIVM. The MHC is HLA-A29:02 with pseudo-sequence HLA-A29:02. The binding affinity (normalized) is 0.154. (2) The peptide sequence is KLLPVHYYM. The MHC is HLA-B57:01 with pseudo-sequence HLA-B57:01. The binding affinity (normalized) is 0.632. (3) The peptide sequence is VTGCASLYV. The MHC is HLA-C15:02 with pseudo-sequence HLA-C15:02. The binding affinity (normalized) is 0.834.